From a dataset of Reaction yield outcomes from USPTO patents with 853,638 reactions. Predict the reaction yield, written as a fraction of the theoretical maximum amount of product (1.0 means a 100% yield; for example, 0.34 means a 34% yield). (1) The reactants are [C:1]([C:5]1[CH:6]=[C:7]2[C:12](=[C:13]([F:15])[CH:14]=1)[C:11](=[O:16])[N:10]([CH2:17][C:18]1[CH:23]=[CH:22][C:21]([C:24]3[CH:29]=[CH:28][N:27]=[C:26]([O:30]C)[CH:25]=3)=[CH:20][CH:19]=1)[N:9]=[CH:8]2)([CH3:4])([CH3:3])[CH3:2].P(Br)(Br)Br. No catalyst specified. The product is [C:1]([C:5]1[CH:6]=[C:7]2[C:12](=[C:13]([F:15])[CH:14]=1)[C:11](=[O:16])[N:10]([CH2:17][C:18]1[CH:23]=[CH:22][C:21]([C:24]3[CH:29]=[CH:28][NH:27][C:26](=[O:30])[CH:25]=3)=[CH:20][CH:19]=1)[N:9]=[CH:8]2)([CH3:4])([CH3:2])[CH3:3]. The yield is 0.520. (2) The reactants are Cl[C:2]1[C:7]2[C:8](=[O:22])[N:9]([CH2:11][C:12]3[CH:17]=[CH:16][C:15]([O:18][CH3:19])=[CH:14][C:13]=3[O:20][CH3:21])[CH2:10][C:6]=2[C:5]([F:23])=[C:4]([NH:24][C@@H:25]2[CH2:30][CH2:29][CH2:28][CH2:27][C@@H:26]2[NH:31][C:32](=[O:38])[O:33][C:34]([CH3:37])([CH3:36])[CH3:35])[N:3]=1.[F:39][CH:40]([F:55])[N:41]1[CH:45]=[C:44](B2OC(C)(C)C(C)(C)O2)[CH:43]=[N:42]1. The yield is 0.900. The product is [F:39][CH:40]([F:55])[N:41]1[CH:45]=[C:44]([C:2]2[C:7]3[C:8](=[O:22])[N:9]([CH2:11][C:12]4[CH:17]=[CH:16][C:15]([O:18][CH3:19])=[CH:14][C:13]=4[O:20][CH3:21])[CH2:10][C:6]=3[C:5]([F:23])=[C:4]([NH:24][C@@H:25]3[CH2:30][CH2:29][CH2:28][CH2:27][C@@H:26]3[NH:31][C:32](=[O:38])[O:33][C:34]([CH3:37])([CH3:36])[CH3:35])[N:3]=2)[CH:43]=[N:42]1. The catalyst is O1CCOCC1.C([O-])([O-])=O.[Na+].[Na+].Cl[Pd](Cl)([P](C1C=CC=CC=1)(C1C=CC=CC=1)C1C=CC=CC=1)[P](C1C=CC=CC=1)(C1C=CC=CC=1)C1C=CC=CC=1.